Dataset: Full USPTO retrosynthesis dataset with 1.9M reactions from patents (1976-2016). Task: Predict the reactants needed to synthesize the given product. (1) Given the product [CH3:1][O:2][C:3](=[O:22])[C@@H:4]([NH:21][C:32]([O:34][C:35]([CH3:38])([CH3:37])[CH3:36])=[O:33])[CH2:5][C@@H:6]([CH:18]([CH3:19])[CH3:20])[CH2:7][C:8]1[CH:9]=[CH:10][C:11]([C:14]([CH3:16])([CH3:15])[CH3:17])=[CH:12][CH:13]=1, predict the reactants needed to synthesize it. The reactants are: [CH3:1][O:2][C:3](=[O:22])[C@@H:4]([NH2:21])[CH2:5][C@@H:6]([CH:18]([CH3:20])[CH3:19])[CH2:7][C:8]1[CH:13]=[CH:12][C:11]([C:14]([CH3:17])([CH3:16])[CH3:15])=[CH:10][CH:9]=1.C(N(C(C)C)C(C)C)C.[C:32](O[C:32]([O:34][C:35]([CH3:38])([CH3:37])[CH3:36])=[O:33])([O:34][C:35]([CH3:38])([CH3:37])[CH3:36])=[O:33]. (2) The reactants are: [C:1]([C:3](=[CH:9][NH:10][C:11]1[CH:16]=[CH:15][C:14]([O:17][CH3:18])=[C:13]([O:19][CH3:20])[CH:12]=1)[C:4]([O:6]CC)=O)#[N:2]. Given the product [CH3:18][O:17][C:14]1[CH:15]=[C:16]2[C:11](=[CH:12][C:13]=1[O:19][CH3:20])[NH:10][CH:9]=[C:3]([C:1]#[N:2])[C:4]2=[O:6], predict the reactants needed to synthesize it. (3) Given the product [O:1]([C:8]1[CH:9]=[CH:10][C:11]([CH2:14][CH2:15][C:16]([C:18]2[O:19][C:20]([C:23]3[N:28]=[C:27]([C:29]([OH:31])=[O:30])[CH:26]=[CH:25][CH:24]=3)=[CH:21][N:22]=2)=[O:17])=[CH:12][CH:13]=1)[C:2]1[CH:7]=[CH:6][CH:5]=[CH:4][CH:3]=1, predict the reactants needed to synthesize it. The reactants are: [O:1]([C:8]1[CH:13]=[CH:12][C:11]([CH2:14][CH2:15][C:16]([C:18]2[O:19][C:20]([C:23]3[N:28]=[C:27]([C:29]([O:31]C)=[O:30])[CH:26]=[CH:25][CH:24]=3)=[CH:21][N:22]=2)=[O:17])=[CH:10][CH:9]=1)[C:2]1[CH:7]=[CH:6][CH:5]=[CH:4][CH:3]=1.[Li+].[OH-].Cl. (4) Given the product [CH3:36][C:37]1[N:38]=[C:39]([CH2:47][NH:48][C:7]([C:5]2[N:6]([CH2:28][C:23]#[C:24][CH3:25])[C:2]([Br:1])=[N:3][C:4]=2/[CH:10]=[CH:11]/[O:12][CH3:13])=[O:9])[C:40]2[C:45]([CH:46]=1)=[CH:44][CH:43]=[CH:42][CH:41]=2, predict the reactants needed to synthesize it. The reactants are: [Br:1][C:2]1[NH:6][C:5]([C:7]([OH:9])=O)=[C:4](/[CH:10]=[CH:11]/[O:12][CH3:13])[N:3]=1.CN(C(ON1N=N[C:24]2[CH:25]=CC=[CH:28][C:23]1=2)=[N+](C)C)C.[B-](F)(F)(F)F.[CH3:36][C:37]1[N:38]=[C:39]([CH2:47][NH2:48])[C:40]2[C:45]([CH:46]=1)=[CH:44][CH:43]=[CH:42][CH:41]=2.O. (5) Given the product [CH3:1][O:2][C:3]1[CH:4]=[C:5]2[C:10](=[CH:11][C:12]=1[O:13][CH3:14])[N:9]=[CH:8][N:7]=[C:6]2[O:15][C:16]1[CH:22]=[CH:21][C:19]([NH:20][C:34]([NH:49][CH2:48][CH2:47][N:42]2[CH2:46][CH2:45][CH2:44][CH2:43]2)=[O:40])=[CH:18][CH:17]=1, predict the reactants needed to synthesize it. The reactants are: [CH3:1][O:2][C:3]1[CH:4]=[C:5]2[C:10](=[CH:11][C:12]=1[O:13][CH3:14])[N:9]=[CH:8][N:7]=[C:6]2[O:15][C:16]1[CH:22]=[CH:21][C:19]([NH2:20])=[CH:18][CH:17]=1.C(N(CC)CC)C.ClC(Cl)(O[C:34](=[O:40])OC(Cl)(Cl)Cl)Cl.[N:42]1([CH2:47][CH2:48][NH2:49])[CH2:46][CH2:45][CH2:44][CH2:43]1. (6) Given the product [N:14]1([CH2:13][C:5]2[CH:6]=[CH:7][CH:8]=[C:9]([N+:10]([O-:12])=[O:11])[C:4]=2[C:3]([OH:20])=[O:2])[CH2:19][CH2:18][O:17][CH2:16][CH2:15]1, predict the reactants needed to synthesize it. The reactants are: C[O:2][C:3](=[O:20])[C:4]1[C:9]([N+:10]([O-:12])=[O:11])=[CH:8][CH:7]=[CH:6][C:5]=1[CH2:13][N:14]1[CH2:19][CH2:18][O:17][CH2:16][CH2:15]1.[OH-].[Na+].CO.